This data is from Peptide-MHC class I binding affinity with 185,985 pairs from IEDB/IMGT. The task is: Regression. Given a peptide amino acid sequence and an MHC pseudo amino acid sequence, predict their binding affinity value. This is MHC class I binding data. (1) The peptide sequence is LMHNQNALV. The MHC is HLA-A24:02 with pseudo-sequence HLA-A24:02. The binding affinity (normalized) is 0. (2) The binding affinity (normalized) is 0.0847. The peptide sequence is ETAWPFFYA. The MHC is HLA-B18:01 with pseudo-sequence HLA-B18:01. (3) The peptide sequence is CSDETTLYY. The MHC is HLA-A30:01 with pseudo-sequence HLA-A30:01. The binding affinity (normalized) is 0.0847. (4) The peptide sequence is IQKNPDGSW. The MHC is HLA-A02:03 with pseudo-sequence HLA-A02:03. The binding affinity (normalized) is 0.0847.